This data is from Peptide-MHC class I binding affinity with 185,985 pairs from IEDB/IMGT. The task is: Regression. Given a peptide amino acid sequence and an MHC pseudo amino acid sequence, predict their binding affinity value. This is MHC class I binding data. (1) The peptide sequence is RVGIYFGMK. The MHC is HLA-A02:16 with pseudo-sequence HLA-A02:16. The binding affinity (normalized) is 0.0847. (2) The binding affinity (normalized) is 0.00376. The MHC is H-2-Db with pseudo-sequence H-2-Db. The peptide sequence is LFNRDKTEAIL. (3) The peptide sequence is RKRRWRRRWQ. The MHC is Mamu-B08 with pseudo-sequence Mamu-B08. The binding affinity (normalized) is 0.158. (4) The peptide sequence is IFMRDWNSK. The MHC is HLA-A68:01 with pseudo-sequence HLA-A68:01. The binding affinity (normalized) is 0.281. (5) The peptide sequence is TVYYGVPVWK. The MHC is HLA-A02:06 with pseudo-sequence HLA-A02:06. The binding affinity (normalized) is 0.